From a dataset of Forward reaction prediction with 1.9M reactions from USPTO patents (1976-2016). Predict the product of the given reaction. (1) Given the reactants [C:1]([C:3]1[CH:8]=[CH:7][C:6]([NH:9]C(=O)C(C)(C)C)=[C:5]([CH3:16])[C:4]=1[C:17]([F:20])([F:19])[F:18])#[N:2].Cl.[OH-].[Na+].CCOC(C)=O, predict the reaction product. The product is: [NH2:9][C:6]1[CH:7]=[CH:8][C:3]([C:1]#[N:2])=[C:4]([C:17]([F:18])([F:19])[F:20])[C:5]=1[CH3:16]. (2) The product is: [OH:4][C:3]([C:5]1[NH:9][C:8]([C:10]2[S:11][C:12]([C:15]3[NH:16][C:17]([C:20]([OH:22])=[O:21])=[CH:18][CH:19]=3)=[CH:13][CH:14]=2)=[CH:7][CH:6]=1)=[O:2]. Given the reactants C[O:2][C:3]([C:5]1[NH:9][C:8]([C:10]2[S:11][C:12]([C:15]3[NH:16][C:17]([C:20]([O:22]C)=[O:21])=[CH:18][CH:19]=3)=[CH:13][CH:14]=2)=[CH:7][CH:6]=1)=[O:4].CO.[OH-].[Na+], predict the reaction product. (3) Given the reactants CC(OI1(OC(C)=O)(OC(C)=O)OC(=O)C2C=CC=CC1=2)=O.[CH3:23][C:24]([O:27][C:28]([N:30]1[CH2:35][CH2:34][CH:33]([OH:36])[CH:32]([NH:37][C:38](=[O:47])[CH2:39][O:40][C:41]2[CH:46]=[CH:45][CH:44]=[CH:43][CH:42]=2)[CH2:31]1)=[O:29])([CH3:26])[CH3:25].C([O-])([O-])=O.[Na+].[Na+], predict the reaction product. The product is: [CH3:26][C:24]([O:27][C:28]([N:30]1[CH2:35][CH2:34][C:33](=[O:36])[CH:32]([NH:37][C:38](=[O:47])[CH2:39][O:40][C:41]2[CH:42]=[CH:43][CH:44]=[CH:45][CH:46]=2)[CH2:31]1)=[O:29])([CH3:23])[CH3:25]. (4) The product is: [N:33]1([C:29]([C:26]2[N:27]=[CH:28][C:23]([O:22][C:9]3[CH:10]=[C:11]([CH:12]=[C:7]([O:6][C@H:3]([CH2:2][OH:1])[CH2:4][CH3:5])[CH:8]=3)[C:13]([NH:15][C:16]3[CH:20]=[CH:19][N:18]([CH3:21])[N:17]=3)=[O:14])=[N:24][CH:25]=2)=[O:30])[CH2:36][CH2:35][CH2:34]1. Given the reactants [OH:1][CH2:2][C@@H:3]([O:6][C:7]1[CH:8]=[C:9]([O:22][C:23]2[N:24]=[CH:25][C:26]([C:29](O)=[O:30])=[N:27][CH:28]=2)[CH:10]=[C:11]([C:13]([NH:15][C:16]2[CH:20]=[CH:19][N:18]([CH3:21])[N:17]=2)=[O:14])[CH:12]=1)[CH2:4][CH3:5].Cl.[NH:33]1[CH2:36][CH2:35][CH2:34]1.CN(C(ON1N=NC2C=CC=NC1=2)=[N+](C)C)C.F[P-](F)(F)(F)(F)F.CCN(C(C)C)C(C)C, predict the reaction product. (5) Given the reactants [C:1]([N:8]1[CH2:12][CH2:11][C:10]([CH2:14]Br)([F:13])[CH2:9]1)([O:3][C:4]([CH3:7])([CH3:6])[CH3:5])=[O:2].[CH3:16][C:17]1[CH:22]=[CH:21][C:20]([C:23]2[N:28]=[C:27]3[CH:29]=[CH:30][NH:31][C:26]3=[CH:25][C:24]=2[C:32]2[CH:39]=[CH:38][C:35]([C:36]#[N:37])=[CH:34][CH:33]=2)=[CH:19][CH:18]=1, predict the reaction product. The product is: [C:36]([C:35]1[CH:38]=[CH:39][C:32]([C:24]2[CH:25]=[C:26]3[N:31]([CH2:14][C:10]4([F:13])[CH2:11][CH2:12][N:8]([C:1]([O:3][C:4]([CH3:7])([CH3:6])[CH3:5])=[O:2])[CH2:9]4)[CH:30]=[CH:29][C:27]3=[N:28][C:23]=2[C:20]2[CH:21]=[CH:22][C:17]([CH3:16])=[CH:18][CH:19]=2)=[CH:33][CH:34]=1)#[N:37]. (6) Given the reactants [OH:1][C:2]1[CH:7]=[CH:6][C:5]([CH2:8][CH:9]([NH:14][C:15]([CH:17]([O:22][C:23](=[O:31])[C:24]2[CH:29]=[CH:28][C:27]([OH:30])=[CH:26][CH:25]=2)[C:18]([O:20][CH3:21])=[O:19])=[O:16])[C:10]([O:12][CH3:13])=[O:11])=[CH:4][CH:3]=1.[I-].[Na+].P(O)([O-])([O-])=O.[Na+].[Na+], predict the reaction product. The product is: [CH3:13][O:12][C:10]([CH:9]([NH:14][C:15]([CH:17]([O:22][C:23](=[O:31])[C:24]1[CH:25]=[CH:26][C:27]([O:30][CH2:17][C:18]([O:20][CH3:21])=[O:19])=[CH:28][CH:29]=1)[C:18]([O:20][CH3:21])=[O:19])=[O:16])[CH2:8][C:5]1[CH:6]=[CH:7][C:2]([O:1][CH2:9][C:10]([O:12][CH3:13])=[O:11])=[CH:3][CH:4]=1)=[O:11]. (7) Given the reactants [CH2:1]1[CH2:7][S:4](=[O:6])(=[O:5])[O:3][CH2:2]1.S(Cl)(Cl)=O.[F-:12].[K+].[CH2:14](O)[CH3:15], predict the reaction product. The product is: [CH2:14]([O:3][CH2:2][CH2:1][CH2:7][S:4]([F:12])(=[O:6])=[O:5])[CH3:15]. (8) Given the reactants [OH:1][CH2:2][CH2:3][NH:4][CH2:5][CH2:6][O:7][CH2:8][CH:9]([OH:20])[CH2:10][CH2:11][CH2:12][CH:13]([CH2:17][CH2:18][CH3:19])[CH2:14][CH2:15][CH3:16].[CH:21](=O)[CH2:22][CH3:23], predict the reaction product. The product is: [CH2:22]([CH:23]1[N:4]([CH2:5][CH2:6][O:7][CH2:8][CH:9]([OH:20])[CH2:10][CH2:11][CH2:12][CH:13]([CH2:17][CH2:18][CH3:19])[CH2:14][CH2:15][CH3:16])[CH2:3][CH2:2][O:1]1)[CH3:21]. (9) Given the reactants [H-].[Na+].[I-].[CH3:4][S+](C)(C)=O.[F:9][C:10]1[CH:15]=[CH:14][CH:13]=[C:12]([O:16][CH3:17])[C:11]=1/[CH:18]=[CH:19]/[C:20]([N:22]([O:24][CH3:25])[CH3:23])=[O:21], predict the reaction product. The product is: [F:9][C:10]1[CH:15]=[CH:14][CH:13]=[C:12]([O:16][CH3:17])[C:11]=1[C@@H:18]1[CH2:4][C@H:19]1[C:20]([N:22]([O:24][CH3:25])[CH3:23])=[O:21]. (10) Given the reactants [NH:1]1[C:10]2[C:5](=[CH:6][CH:7]=[CH:8][CH:9]=2)[CH2:4][CH2:3][CH2:2]1.C(O[CH:14]=[C:15]([C:21]([O:23][CH2:24][CH3:25])=[O:22])[C:16]([O:18][CH2:19][CH3:20])=[O:17])C, predict the reaction product. The product is: [N:1]1([CH:14]=[C:15]([C:16]([O:18][CH2:19][CH3:20])=[O:17])[C:21]([O:23][CH2:24][CH3:25])=[O:22])[C:10]2[C:5](=[CH:6][CH:7]=[CH:8][CH:9]=2)[CH2:4][CH2:3][CH2:2]1.